Dataset: Full USPTO retrosynthesis dataset with 1.9M reactions from patents (1976-2016). Task: Predict the reactants needed to synthesize the given product. (1) Given the product [Cl:1][C:2]1[CH:10]=[CH:9][C:8]([C:11]2[C:12]([C@@H:23]([NH:33][C:34](=[O:51])[CH2:35][N:36]3[C:40]4[C:41]([F:46])([F:45])[C@@H:42]5[CH2:44][C@@H:43]5[C:39]=4[C:38]([C:47]([F:50])([F:49])[F:48])=[N:37]3)[CH2:24][C:25]3[CH:26]=[C:27]([F:32])[CH:28]=[C:29]([F:31])[CH:30]=3)=[N:13][C:14]([C:17]#[C:18][CH2:19][O:22][CH2:59][CH2:58][OH:61])=[CH:15][CH:16]=2)=[C:7]2[C:3]=1[C:4]([NH:53][S:54]([CH3:57])(=[O:55])=[O:56])=[N:5][N:6]2[CH3:52], predict the reactants needed to synthesize it. The reactants are: [Cl:1][C:2]1[CH:10]=[CH:9][C:8]([C:11]2[C:12]([C@@H:23]([NH:33][C:34](=[O:51])[CH2:35][N:36]3[C:40]4[C:41]([F:46])([F:45])[C@@H:42]5[CH2:44][C@@H:43]5[C:39]=4[C:38]([C:47]([F:50])([F:49])[F:48])=[N:37]3)[CH2:24][C:25]3[CH:30]=[C:29]([F:31])[CH:28]=[C:27]([F:32])[CH:26]=3)=[N:13][C:14]([C:17]#[C:18][CH:19]([OH:22])CC)=[CH:15][CH:16]=2)=[C:7]2[C:3]=1[C:4]([NH:53][S:54]([CH3:57])(=[O:56])=[O:55])=[N:5][N:6]2[CH3:52].[CH2:58]([O:61]CCO)[C:59]#C. (2) Given the product [Cl:25][C:6]1[CH:5]=[C:4]([CH:9]2[CH2:13][CH2:12][O:11][CH2:10]2)[N:3]=[C:2]([NH2:1])[N:7]=1, predict the reactants needed to synthesize it. The reactants are: [NH2:1][C:2]1[NH:7][C:6](=O)[CH:5]=[C:4]([CH:9]2[CH2:13][CH2:12][O:11][CH2:10]2)[N:3]=1.CN(C)C1C=CC=CC=1.P(Cl)(Cl)([Cl:25])=O. (3) Given the product [CH:20]1[C:21]2[CH:22]([CH2:24][O:25][C:26]([NH:28][C@@H:29]([CH2:33][CH2:34][NH:35][C:6]([C:2]3[O:1][CH:5]=[CH:4][CH:3]=3)=[O:7])[C:30]([OH:32])=[O:31])=[O:27])[C:23]3[C:15](=[CH:14][CH:13]=[CH:12][CH:11]=3)[C:16]=2[CH:17]=[CH:18][CH:19]=1, predict the reactants needed to synthesize it. The reactants are: [O:1]1[CH:5]=[CH:4][CH:3]=[C:2]1[C:6](Cl)=[O:7].[OH-].[Na+].[CH:11]1[C:23]2[CH:22]([CH2:24][O:25][C:26]([NH:28][C@@H:29]([CH2:33][CH2:34][NH2:35])[C:30]([OH:32])=[O:31])=[O:27])[C:21]3[C:16](=[CH:17][CH:18]=[CH:19][CH:20]=3)[C:15]=2[CH:14]=[CH:13][CH:12]=1. (4) Given the product [F:15][C:3]([F:2])([F:14])[S:4]([O:7][C:8]1[CH2:13][CH2:12][N:11]([S:25]([CH2:24][C@:17]2([CH3:16])[C:21](=[O:22])[NH:20][C:19](=[O:23])[NH:18]2)(=[O:26])=[O:27])[CH2:10][CH:9]=1)(=[O:6])=[O:5], predict the reactants needed to synthesize it. The reactants are: [Cl-].[F:2][C:3]([F:15])([F:14])[S:4]([O:7][C:8]1[CH2:9][CH2:10][NH2+:11][CH2:12][CH:13]=1)(=[O:6])=[O:5].[CH3:16][C@@:17]1([CH2:24][S:25](Cl)(=[O:27])=[O:26])[C:21](=[O:22])[NH:20][C:19](=[O:23])[NH:18]1. (5) Given the product [Br:1][C:2]1[C:3]2[C:4]3[C:9](=[CH:8][C:7]([C:29]([OH:28])([CH3:30])[CH3:24])=[CH:6][CH:5]=3)[NH:10][C:11]=2[C:12]([C:16]([NH2:17])=[O:18])=[CH:13][C:14]=1[F:15], predict the reactants needed to synthesize it. The reactants are: [Br:1][C:2]1[C:14]([F:15])=[CH:13][C:12]([C:16](=[O:18])[NH2:17])=[C:11]2[C:3]=1[C:4]1[CH:5]=[CH:6][C:7](C(OCC)=O)=[CH:8][C:9]=1[NH:10]2.[CH3:24][Li].CC[O:28][CH2:29][CH3:30].[NH4+].[Cl-]. (6) The reactants are: Cl[C:2]1[CH:3]=[CH:4][C:5]2[N:6]([C:8]([C:11]3[CH:16]=[CH:15][CH:14]=[C:13]([F:17])[CH:12]=3)=[CH:9][N:10]=2)[N:7]=1.[NH2:18][C@H:19]1[CH2:24][CH2:23][C@H:22]([C:25]([OH:28])([CH3:27])[CH3:26])[CH2:21][CH2:20]1.C([O-])(O)=O.[Na+]. Given the product [F:17][C:13]1[CH:12]=[C:11]([C:8]2[N:6]3[N:7]=[C:2]([NH:18][C@H:19]4[CH2:24][CH2:23][C@H:22]([C:25]([OH:28])([CH3:26])[CH3:27])[CH2:21][CH2:20]4)[CH:3]=[CH:4][C:5]3=[N:10][CH:9]=2)[CH:16]=[CH:15][CH:14]=1, predict the reactants needed to synthesize it. (7) Given the product [Cl:1][C:2]1[CH:7]=[CH:6][C:5]([C:8]2[N:9]=[C:10]([NH:13][C:35]([C:32]3[N:33]=[CH:34][C:29]([N:26]4[CH2:27][CH2:28][CH:23]([C:21]([O:20][CH2:18][CH3:19])=[O:22])[CH2:24][CH2:25]4)=[N:30][CH:31]=3)=[O:36])[S:11][CH:12]=2)=[CH:4][C:3]=1[C:14]([F:15])([F:17])[F:16], predict the reactants needed to synthesize it. The reactants are: [Cl:1][C:2]1[CH:7]=[CH:6][C:5]([C:8]2[N:9]=[C:10]([NH2:13])[S:11][CH:12]=2)=[CH:4][C:3]=1[C:14]([F:17])([F:16])[F:15].[CH2:18]([O:20][C:21]([CH:23]1[CH2:28][CH2:27][N:26]([C:29]2[N:30]=[CH:31][C:32]([C:35](O)=[O:36])=[N:33][CH:34]=2)[CH2:25][CH2:24]1)=[O:22])[CH3:19].F[B-](F)(F)F.N1(OC(N(C)C)=[N+](C)C)C2N=CC=CC=2N=N1.C(N(C(C)C)CC)(C)C.